Dataset: Full USPTO retrosynthesis dataset with 1.9M reactions from patents (1976-2016). Task: Predict the reactants needed to synthesize the given product. (1) Given the product [CH3:29][S:30]([O:1][CH2:2][CH2:3][C:4]1[C:5]([C:24]([O:26][CH2:27][CH3:28])=[O:25])=[N:6][N:7]([C:18]2[CH:19]=[CH:20][CH:21]=[CH:22][CH:23]=2)[C:8]=1[C:9](=[O:17])[NH:10][C:11]1[CH:16]=[CH:15][CH:14]=[CH:13][CH:12]=1)(=[O:32])=[O:31], predict the reactants needed to synthesize it. The reactants are: [OH:1][CH2:2][CH2:3][C:4]1[C:5]([C:24]([O:26][CH2:27][CH3:28])=[O:25])=[N:6][N:7]([C:18]2[CH:23]=[CH:22][CH:21]=[CH:20][CH:19]=2)[C:8]=1[C:9](=[O:17])[NH:10][C:11]1[CH:16]=[CH:15][CH:14]=[CH:13][CH:12]=1.[CH3:29][S:30](Cl)(=[O:32])=[O:31].C(N(C(C)C)CC)(C)C. (2) Given the product [Br:1][C:2]1[CH:3]=[N:4][CH:5]=[C:6]([CH:10]=1)[C:7]([O:9][CH3:11])=[O:8], predict the reactants needed to synthesize it. The reactants are: [Br:1][C:2]1[CH:3]=[N:4][CH:5]=[C:6]([CH:10]=1)[C:7]([OH:9])=[O:8].[CH3:11]O. (3) Given the product [Cl:1][C:2]1[CH:7]=[CH:6][C:5](/[C:8](=[CH:16]/[C:15]2[CH:18]=[CH:19][CH:20]=[C:13]([F:12])[CH:14]=2)/[C:9]#[N:10])=[C:4]([F:11])[CH:3]=1, predict the reactants needed to synthesize it. The reactants are: [Cl:1][C:2]1[CH:7]=[CH:6][C:5]([CH2:8][C:9]#[N:10])=[C:4]([F:11])[CH:3]=1.[F:12][C:13]1[CH:14]=[C:15]([CH:18]=[CH:19][CH:20]=1)[CH:16]=O.C[O-].[Na+]. (4) Given the product [C:1]([O:5][C:6](=[O:22])[NH:7][CH2:8][CH:9]([O:11][C:12]1[CH:17]=[C:16]([F:18])[CH:15]=[CH:14][C:13]=1[NH2:19])[CH3:10])([CH3:2])([CH3:3])[CH3:4], predict the reactants needed to synthesize it. The reactants are: [C:1]([O:5][C:6](=[O:22])[NH:7][CH2:8][CH:9]([O:11][C:12]1[CH:17]=[C:16]([F:18])[CH:15]=[CH:14][C:13]=1[N+:19]([O-])=O)[CH3:10])([CH3:4])([CH3:3])[CH3:2]. (5) Given the product [CH:33]1([CH2:32][NH:7][CH2:8][CH2:9][C:10]2[CH:11]=[CH:12][C:13]([C:16]3[N:20]=[CH:19][N:18]([C:21]4[CH:22]=[CH:23][C:24]([O:27][C:28]([F:29])([F:30])[F:31])=[CH:25][CH:26]=4)[N:17]=3)=[CH:14][CH:15]=2)[CH2:35][CH2:34]1, predict the reactants needed to synthesize it. The reactants are: C(OC(=O)[N:7]([CH2:32][CH:33]1[CH2:35][CH2:34]1)[CH2:8][CH2:9][C:10]1[CH:15]=[CH:14][C:13]([C:16]2[N:20]=[CH:19][N:18]([C:21]3[CH:26]=[CH:25][C:24]([O:27][C:28]([F:31])([F:30])[F:29])=[CH:23][CH:22]=3)[N:17]=2)=[CH:12][CH:11]=1)(C)(C)C.C(=O)(O)[O-].[Na+].